From a dataset of Full USPTO retrosynthesis dataset with 1.9M reactions from patents (1976-2016). Predict the reactants needed to synthesize the given product. (1) Given the product [CH2:1]1[CH:6]([CH2:7][N:8]2[C:13](=[O:14])[CH:12]=[CH:11][C:9]2=[O:10])[CH2:5][CH2:4][CH:3]([C:15]([O:17][N:18]2[C:19](=[O:20])[CH2:21][CH2:22][C:23]2=[O:24])=[O:16])[CH2:2]1, predict the reactants needed to synthesize it. The reactants are: [CH2:1]1[CH:6]([CH2:7][N:8]2[C:13](=[O:14])[CH:12]=[CH:11][C:9]2=[O:10])[CH2:5][CH2:4][CH:3]([C:15]([O:17][N:18]2[C:23](=[O:24])[CH:22](S([O-])(=O)=O)[CH2:21][C:19]2=[O:20])=[O:16])[CH2:2]1.[Na+].C([O-])(=O)CCC([O-])=O.C(N(CC(O)=O)CC(O)=O)CN(CC(O)=O)CC(O)=O. (2) Given the product [NH2:17][C@@H:18]([CH2:29][O:30][C:31]([CH3:34])([CH3:33])[CH3:32])[C@@H:19]([C:20]1[CH:21]=[N:22][C:23]([O:26][CH3:27])=[CH:24][CH:25]=1)[OH:28], predict the reactants needed to synthesize it. The reactants are: C1C2C(COC(=O)[NH:17][C@@H:18]([CH2:29][O:30][C:31]([CH3:34])([CH3:33])[CH3:32])[C@H:19]([OH:28])[C:20]3[CH:21]=[N:22][C:23]([O:26][CH3:27])=[CH:24][CH:25]=3)C3C(=CC=CC=3)C=2C=CC=1.N1CCCCC1. (3) Given the product [Cl:16][C:17]1[CH:22]=[C:21]([C:23]([O:25][CH3:10])=[O:24])[CH:20]=[C:19]([C:1]2[CH:6]=[CH:5][CH:4]=[CH:3][CH:2]=2)[N:18]=1, predict the reactants needed to synthesize it. The reactants are: [C:1]1(B(O)O)[CH:6]=[CH:5][CH:4]=[CH:3][CH:2]=1.[C:10](=O)([O-])[O-].[Cs+].[Cs+].[Cl:16][C:17]1[CH:22]=[C:21]([C:23]([OH:25])=[O:24])[CH:20]=[C:19](Cl)[N:18]=1. (4) The reactants are: Cl.[NH2:2]C1C=C2N(C=1)N=CNC2=[O:12].O1C2(CCN(C(OC(C)(C)C)=O)CC2)C1.C(=O)([O-])[O-].[Cs+].[Cs+].[NH2:34][C:35]1[CH:36]=[C:37]2[N:42]([CH:43]=1)[N:41]=[CH:40][N:39]([CH2:44][C:45]1([OH:58])[CH2:50][CH2:49][N:48]([C:51]([O:53][C:54]([CH3:57])([CH3:56])[CH3:55])=[O:52])[CH2:47][CH2:46]1)[C:38]2=[O:59]. Given the product [OH-:12].[NH4+:2].[NH2:34][C:35]1[CH:36]=[C:37]2[N:42]([CH:43]=1)[N:41]=[CH:40][N:39]([CH2:44][C:45]1([OH:58])[CH2:50][CH2:49][N:48]([C:51]([O:53][C:54]([CH3:55])([CH3:56])[CH3:57])=[O:52])[CH2:47][CH2:46]1)[C:38]2=[O:59], predict the reactants needed to synthesize it.